From a dataset of Serine/threonine kinase 33 screen with 319,792 compounds. Binary Classification. Given a drug SMILES string, predict its activity (active/inactive) in a high-throughput screening assay against a specified biological target. The drug is O(c1ccc(NC(=O)Nc2noc(c2)C)cc1)CC. The result is 0 (inactive).